From a dataset of Reaction yield outcomes from USPTO patents with 853,638 reactions. Predict the reaction yield, written as a fraction of the theoretical maximum amount of product (1.0 means a 100% yield; for example, 0.34 means a 34% yield). (1) The reactants are [H-].C([Al+]CC(C)C)C(C)C.[Si:11]([O:28][CH2:29][CH:30]1[O:35][C:34](=[O:36])[C:33]2=[N:37][CH:38]=[CH:39][N:32]2[CH2:31]1)([C:24]([CH3:27])([CH3:26])[CH3:25])([C:18]1[CH:23]=[CH:22][CH:21]=[CH:20][CH:19]=1)[C:12]1[CH:17]=[CH:16][CH:15]=[CH:14][CH:13]=1.CO.[BH4-].[Na+]. The catalyst is ClCCl. The product is [Si:11]([O:28][CH2:29][CH:30]([OH:35])[CH2:31][N:32]1[CH:39]=[CH:38][N:37]=[C:33]1[CH2:34][OH:36])([C:24]([CH3:26])([CH3:27])[CH3:25])([C:12]1[CH:13]=[CH:14][CH:15]=[CH:16][CH:17]=1)[C:18]1[CH:23]=[CH:22][CH:21]=[CH:20][CH:19]=1. The yield is 0.980. (2) The reactants are [CH2:1](O)[CH:2]([CH2:4][CH2:5][CH2:6][C@H:7]([C@@H:9]1[C@:26]2([CH3:27])[C@H:12]([C@H:13]3[C@H:23]([CH2:24][CH2:25]2)[C@:21]2([CH3:22])[CH:16]([CH2:17]CC[CH2:20]2)[CH2:15][CH2:14]3)[CH2:11][CH2:10]1)[CH3:8])[CH3:3].[OH-].[K+].[C:31](#[N:34])[CH:32]=[CH2:33].C1[O:52][CH2:51][CH2:50]OCCOCCOCCOCCOC1. The catalyst is C(Cl)Cl. The product is [CH3:3][CH:2]([CH2:4][CH2:5][CH2:6][C@H:7]([C@@H:9]1[C@:26]2([CH3:27])[C@H:12]([C@H:13]3[C@H:23]([CH2:24][CH2:25]2)[C@:21]2([CH3:22])[CH:16]([CH2:17][CH:51]([O:52][CH2:33][CH2:32][C:31]#[N:34])[CH2:50][CH2:20]2)[CH2:15][CH2:14]3)[CH2:11][CH2:10]1)[CH3:8])[CH3:1]. The yield is 0.800.